Dataset: Forward reaction prediction with 1.9M reactions from USPTO patents (1976-2016). Task: Predict the product of the given reaction. (1) Given the reactants ClC(Cl)(O[C:5](=[O:11])[O:6][C:7](Cl)(Cl)Cl)Cl.[NH2:13][C:14]1[CH:42]=[CH:41][C:17]([O:18][C:19]2[CH:24]=[CH:23][C:22]([C:25]3[N:30]([CH2:31][C:32]4[CH:37]=[CH:36][C:35]([CH3:38])=[CH:34][C:33]=4[CH3:39])[C:29](=[O:40])[CH:28]=[CH:27][CH:26]=3)=[CH:21][CH:20]=2)=[CH:16][CH:15]=1.[CH2:43]([N:45]([CH2:50][CH3:51])[CH2:46][CH2:47]CO)[CH3:44], predict the reaction product. The product is: [CH3:39][C:33]1[CH:34]=[C:35]([CH3:38])[CH:36]=[CH:37][C:32]=1[CH2:31][N:30]1[C:29](=[O:40])[CH:28]=[CH:27][CH:26]=[C:25]1[C:22]1[CH:21]=[CH:20][C:19]([O:18][C:17]2[CH:16]=[CH:15][C:14]([NH:13][C:5](=[O:11])[O:6][CH2:7][CH2:44][CH2:43][N:45]([CH2:50][CH3:51])[CH2:46][CH3:47])=[CH:42][CH:41]=2)=[CH:24][CH:23]=1. (2) Given the reactants FC(F)(F)S(O[C:7]1[C:11]2[CH:12]=[CH:13][C:14]([O:16][CH3:17])=[CH:15][C:10]=2[O:9][CH:8]=1)(=O)=O.C1(P(C2C=CC=CC=2)CCCP(C2C=CC=CC=2)C2C=CC=CC=2)C=CC=CC=1.[CH3:49][OH:50].C(N(CC)CC)C.CN(C)[CH:60]=[O:61], predict the reaction product. The product is: [CH3:17][O:16][C:14]1[CH:13]=[CH:12][C:11]2[C:7]([C:49]([O:61][CH3:60])=[O:50])=[CH:8][O:9][C:10]=2[CH:15]=1. (3) Given the reactants [NH:1]1[CH:5]=[CH:4][CH:3]=[N:2]1.Br[C:7]1[CH:12]=[CH:11][C:10]([N+:13]([O-:15])=[O:14])=[CH:9][CH:8]=1, predict the reaction product. The product is: [N+:13]([C:10]1[CH:11]=[CH:12][C:7]([N:1]2[CH:5]=[CH:4][CH:3]=[N:2]2)=[CH:8][CH:9]=1)([O-:15])=[O:14]. (4) Given the reactants [NH2:1][C:2]1[CH:7]=[CH:6][C:5]([OH:8])=[CH:4][C:3]=1[CH3:9].CC(C)([O-])C.[K+].[Cl:16][C:17]1[CH:22]=[CH:21][N:20]=[C:19]([C:23]([NH:25][CH3:26])=[O:24])[CH:18]=1, predict the reaction product. The product is: [ClH:16].[CH3:26][NH:25][C:23]([C:19]1[CH:18]=[C:17]([O:8][C:5]2[CH:6]=[CH:7][C:2]([NH2:1])=[C:3]([CH3:9])[CH:4]=2)[CH:22]=[CH:21][N:20]=1)=[O:24].